From a dataset of Full USPTO retrosynthesis dataset with 1.9M reactions from patents (1976-2016). Predict the reactants needed to synthesize the given product. (1) Given the product [N:1]1([CH2:6][CH2:7][CH:8]=[CH:9][C:10]2[N:11]=[N:12][C:13]([O:16][CH2:17][C:18]3[N:19]=[C:20]([CH:23]=[CH:24][C:25]4[CH:26]=[CH:27][C:28]([C:31]([F:34])([F:33])[F:32])=[CH:29][CH:30]=4)[O:21][CH:22]=3)=[CH:14][CH:15]=2)[CH:5]=[CH:4][N:3]=[N:2]1, predict the reactants needed to synthesize it. The reactants are: [N:1]1([CH2:6][CH2:7][C:8]#[C:9][C:10]2[N:11]=[N:12][C:13]([O:16][CH2:17][C:18]3[N:19]=[C:20]([CH:23]=[CH:24][C:25]4[CH:30]=[CH:29][C:28]([C:31]([F:34])([F:33])[F:32])=[CH:27][CH:26]=4)[O:21][CH:22]=3)=[CH:14][CH:15]=2)[CH:5]=[CH:4][N:3]=[N:2]1. (2) Given the product [N+:24]([C:21]1[CH:22]=[CH:23][C:18]([O:1][CH:2]2[CH2:3][CH2:4][N:5]([C:8]([O:10][C:11]([CH3:14])([CH3:13])[CH3:12])=[O:9])[CH2:6][CH2:7]2)=[CH:19][CH:20]=1)([O-:26])=[O:25], predict the reactants needed to synthesize it. The reactants are: [OH:1][CH:2]1[CH2:7][CH2:6][N:5]([C:8]([O:10][C:11]([CH3:14])([CH3:13])[CH3:12])=[O:9])[CH2:4][CH2:3]1.[H-].[Na+].F[C:18]1[CH:23]=[CH:22][C:21]([N+:24]([O-:26])=[O:25])=[CH:20][CH:19]=1.